This data is from Catalyst prediction with 721,799 reactions and 888 catalyst types from USPTO. The task is: Predict which catalyst facilitates the given reaction. (1) Reactant: C([CH2:4][O:5][C:6]1[CH:14]=[CH:13][C:12]([I:15])=[CH:11][C:7]=1[C:8]([OH:10])=O)(O)=O.[C:16](OC(=O)C)(=[O:18])[CH3:17].C([O-])(=O)C.[Na+].C(O)(=O)C. Product: [I:15][C:12]1[CH:13]=[CH:14][C:6]2[O:5][CH:4]=[C:8]([O:10][C:16](=[O:18])[CH3:17])[C:7]=2[CH:11]=1. The catalyst class is: 6. (2) Reactant: [NH2:1][C:2]1[CH:25]=[CH:24][C:5]([CH2:6][C:7]2[N:12]=[C:11]([CH3:13])[C:10]([CH2:14][C:15]([O:17][CH3:18])=[O:16])=[C:9]([N:19]3[CH2:23][CH2:22][CH2:21][CH2:20]3)[N:8]=2)=[CH:4][CH:3]=1.C1CN([P+](ON2N=NC3C=CC=CC2=3)(N2CCCC2)N2CCCC2)CC1.F[P-](F)(F)(F)(F)F.[CH:59]1[C:68]2[C:63](=[CH:64][CH:65]=[CH:66][CH:67]=2)[CH:62]=[CH:61][C:60]=1[C:69](O)=[O:70].C(N(CC)C(C)C)(C)C. Product: [CH3:13][C:11]1[C:10]([CH2:14][C:15]([O:17][CH3:18])=[O:16])=[C:9]([N:19]2[CH2:20][CH2:21][CH2:22][CH2:23]2)[N:8]=[C:7]([CH2:6][C:5]2[CH:4]=[CH:3][C:2]([NH:1][C:69]([C:60]3[CH:61]=[CH:62][C:63]4[C:68](=[CH:67][CH:66]=[CH:65][CH:64]=4)[CH:59]=3)=[O:70])=[CH:25][CH:24]=2)[N:12]=1. The catalyst class is: 20. (3) Reactant: [Cl:1][C:2]1[CH:7]=[CH:6][C:5]([N:8]2[CH:12]=[C:11]([C:13]#[N:14])[N:10]=[N:9]2)=[C:4]([C:15]2[CH:20]=[C:19]([O:21]C)[N:18]=[CH:17][N:16]=2)[CH:3]=1.[Si](I)(C)(C)C.[O-]S([O-])(=S)=O.[Na+].[Na+].C([O-])(O)=O.[Na+]. Product: [Cl:1][C:2]1[CH:7]=[CH:6][C:5]([N:8]2[CH:12]=[C:11]([C:13]#[N:14])[N:10]=[N:9]2)=[C:4]([C:15]2[CH:20]=[C:19]([OH:21])[N:18]=[CH:17][N:16]=2)[CH:3]=1. The catalyst class is: 10.